From a dataset of Catalyst prediction with 721,799 reactions and 888 catalyst types from USPTO. Predict which catalyst facilitates the given reaction. (1) Reactant: C(N(C(C)C)C(C)C)C.[CH3:10][O:11][C:12]1[CH:13]=[C:14]2[C:19](=[CH:20][CH:21]=1)[CH:18]=[C:17]([C:22]([OH:24])=O)[CH:16]=[CH:15]2.O.ON1C2C=CC=CC=2N=N1.Cl.[CH3:37][O:38][C:39]([C:41]1[CH:42]=[C:43]2[C:47](=[CH:48][CH:49]=1)[CH2:46][CH2:45][C@H:44]2[NH2:50])=[O:40]. Product: [CH3:10][O:11][C:12]1[CH:13]=[C:14]2[C:19](=[CH:20][CH:21]=1)[CH:18]=[C:17]([C:22]([NH:50][C@H:44]1[C:43]3[C:47](=[CH:48][CH:49]=[C:41]([C:39]([O:38][CH3:37])=[O:40])[CH:42]=3)[CH2:46][CH2:45]1)=[O:24])[CH:16]=[CH:15]2. The catalyst class is: 124. (2) Reactant: C([O:8][C@H:9]1[C@H:13]([O:14]CC2C=CC=CC=2)[C@@H:12]([CH2:22][C:23]([NH:25][CH3:26])=[O:24])[N:11]([C:27]([O:29][C:30]([CH3:33])([CH3:32])[CH3:31])=[O:28])[C@@H:10]1[CH2:34][O:35]CC1C=CC=CC=1)C1C=CC=CC=1. Product: [OH:8][C@H:9]1[C@H:13]([OH:14])[C@@H:12]([CH2:22][C:23]([NH:25][CH3:26])=[O:24])[N:11]([C:27]([O:29][C:30]([CH3:31])([CH3:32])[CH3:33])=[O:28])[C@@H:10]1[CH2:34][OH:35]. The catalyst class is: 19. (3) Reactant: [F:1][C:2]1[C:3]2[CH:4]=[C:5]3[C:14]4[N:15]=[C:16]([C:19]5[C:20]([N:40]([CH3:45])[S:41]([CH3:44])(=[O:43])=[O:42])=[CH:21][C:22]6[O:26][C:25]([C:27]7[CH:28]=[N:29][C:30]([O:33]C)=[CH:31][CH:32]=7)=[C:24]([C:35]([NH:37][CH3:38])=[O:36])[C:23]=6[CH:39]=5)[CH:17]=[CH:18][C:13]=4[O:12][CH2:11][N:6]3[C:7]=2[CH:8]=[CH:9][CH:10]=1.Br.CC(O)=O. Product: [F:1][C:2]1[C:3]2[CH:4]=[C:5]3[C:14]4[N:15]=[C:16]([C:19]5[C:20]([N:40]([CH3:45])[S:41]([CH3:44])(=[O:43])=[O:42])=[CH:21][C:22]6[O:26][C:25]([C:27]7[CH:32]=[CH:31][C:30](=[O:33])[NH:29][CH:28]=7)=[C:24]([C:35]([NH:37][CH3:38])=[O:36])[C:23]=6[CH:39]=5)[CH:17]=[CH:18][C:13]=4[O:12][CH2:11][N:6]3[C:7]=2[CH:8]=[CH:9][CH:10]=1. The catalyst class is: 52. (4) Product: [C:1]([Si:5]([CH3:34])([CH3:33])[O:6][C@H:7]1[CH2:12][CH2:11][C@H:10]([N:13]2[C:18]3=[N:19][C:20]([NH:35][C:36]4[CH:41]=[CH:40][C:39]([O:42][CH3:43])=[C:38]([O:44][CH3:45])[CH:37]=4)=[N:21][CH:22]=[C:17]3[CH2:16][N:15]([C:24]3[CH:29]=[CH:28][C:27]([O:30][CH3:31])=[CH:26][CH:25]=3)[C:14]2=[O:32])[CH2:9][CH2:8]1)([CH3:4])([CH3:3])[CH3:2]. The catalyst class is: 41. Reactant: [C:1]([Si:5]([CH3:34])([CH3:33])[O:6][C@H:7]1[CH2:12][CH2:11][C@H:10]([N:13]2[C:18]3=[N:19][C:20](Cl)=[N:21][CH:22]=[C:17]3[CH2:16][N:15]([C:24]3[CH:29]=[CH:28][C:27]([O:30][CH3:31])=[CH:26][CH:25]=3)[C:14]2=[O:32])[CH2:9][CH2:8]1)([CH3:4])([CH3:3])[CH3:2].[NH2:35][C:36]1[CH:37]=[C:38]([O:44][CH3:45])[C:39]([O:42][CH3:43])=[CH:40][CH:41]=1. (5) Reactant: [CH2:1]([O:8][C:9]1[CH:15]=[CH:14][C:12]([NH2:13])=[CH:11][CH:10]=1)[C:2]1[CH:7]=[CH:6][CH:5]=[CH:4][CH:3]=1.[C:16](N1C=CN=C1)(N1C=CN=C1)=[O:17].[CH3:28][O:29][CH:30]([O:46][CH3:47])[CH2:31][NH:32][C:33]1[CH:38]=[CH:37][C:36]([O:39][C:40]2[CH:45]=[CH:44][CH:43]=[CH:42][CH:41]=2)=[CH:35][CH:34]=1. Product: [CH2:1]([O:8][C:9]1[CH:10]=[CH:11][C:12]([NH:13][C:16](=[O:17])[N:32]([CH2:31][CH:30]([O:46][CH3:47])[O:29][CH3:28])[C:33]2[CH:38]=[CH:37][C:36]([O:39][C:40]3[CH:45]=[CH:44][CH:43]=[CH:42][CH:41]=3)=[CH:35][CH:34]=2)=[CH:14][CH:15]=1)[C:2]1[CH:3]=[CH:4][CH:5]=[CH:6][CH:7]=1. The catalyst class is: 9. (6) Reactant: C1(OC([N:10]2[CH2:15][CH2:14][CH:13]([C:16]3[CH:21]=[CH:20][CH:19]=[C:18]([O:22]C(C)C)[CH:17]=3)[CH2:12][CH2:11]2)=O)C=CC=CC=1.C(O)(=O)C.O. Product: [NH:10]1[CH2:15][CH2:14][CH:13]([C:16]2[CH:17]=[C:18]([OH:22])[CH:19]=[CH:20][CH:21]=2)[CH2:12][CH2:11]1. The catalyst class is: 201.